This data is from Catalyst prediction with 721,799 reactions and 888 catalyst types from USPTO. The task is: Predict which catalyst facilitates the given reaction. (1) Reactant: CS(C)=O.[CH2:5]([OH:7])[CH3:6].[H-].[Na+].[C:10]([O:14][C:15]([N:17]1[CH2:22][CH2:21][N:20]([C:23](=[O:49])[C:24]2[CH:29]=[CH:28][C:27]([C:30]3[CH:31]=[N:32][C:33]([NH2:48])=[C:34]([O:36][CH:37]([C:39]4[C:44]([Cl:45])=[CH:43][CH:42]=[C:41](F)[C:40]=4[Cl:47])[CH3:38])[CH:35]=3)=[CH:26][CH:25]=2)[CH2:19][CH2:18]1)=[O:16])([CH3:13])([CH3:12])[CH3:11]. Product: [C:10]([O:14][C:15]([N:17]1[CH2:22][CH2:21][N:20]([C:23](=[O:49])[C:24]2[CH:29]=[CH:28][C:27]([C:30]3[CH:31]=[N:32][C:33]([NH2:48])=[C:34]([O:36][CH:37]([C:39]4[C:44]([Cl:45])=[CH:43][CH:42]=[C:41]([O:7][CH2:5][CH3:6])[C:40]=4[Cl:47])[CH3:38])[CH:35]=3)=[CH:26][CH:25]=2)[CH2:19][CH2:18]1)=[O:16])([CH3:13])([CH3:12])[CH3:11]. The catalyst class is: 6. (2) Reactant: [F:1][C:2]([F:15])([F:14])[C:3]([NH:5][CH2:6][CH2:7][CH2:8][CH2:9][CH2:10][C:11](Cl)=[O:12])=[O:4].[CH:16]1[C:27]2[CH:26]=[CH:25][C:24]3[CH:28]=[CH:29][CH:30]=[CH:31][C:23]=3[CH2:22][NH:21][C:20]=2[CH:19]=[CH:18][CH:17]=1.N1C=CC=CC=1. Product: [CH:16]1[C:27]2[CH:26]=[CH:25][C:24]3[CH:28]=[CH:29][CH:30]=[CH:31][C:23]=3[CH2:22][N:21]([C:11](=[O:12])[CH2:10][CH2:9][CH2:8][CH2:7][CH2:6][NH:5][C:3](=[O:4])[C:2]([F:15])([F:14])[F:1])[C:20]=2[CH:19]=[CH:18][CH:17]=1. The catalyst class is: 2. (3) Reactant: [CH2:1]([NH:3][C:4]([NH:6][C:7]1[N:12]=[CH:11][C:10]([C:13]2[CH:22]=[C:21]3[C:16]([C:17](=[O:33])[C:18]([C:30]([OH:32])=O)=[CH:19][N:20]3[CH2:23][C:24]3[N:28]=[C:27]([CH3:29])[O:26][N:25]=3)=[CH:15][CH:14]=2)=[C:9]([C:34]2[S:35][CH:36]=[C:37]([C:39]([F:42])([F:41])[F:40])[N:38]=2)[CH:8]=1)=[O:5])[CH3:2].C(N(CC)CC)C.C[NH3+].F[P-](F)(F)(F)(F)F.N1(OC(N(C)C)=[N+](C)C)C2N=CC=CC=2N=N1.F[P-](F)(F)(F)(F)F.[P:83]([OH:91])([OH:90])([O:85][CH2:86][CH2:87][CH2:88][NH2:89])=[O:84]. Product: [P:83]([OH:91])([OH:90])([O:85][CH2:86][CH2:87][CH2:88][NH:89][C:30]([C:18]1[C:17](=[O:33])[C:16]2[C:21](=[CH:22][C:13]([C:10]3[CH:11]=[N:12][C:7]([NH:6][C:4](=[O:5])[NH:3][CH2:1][CH3:2])=[CH:8][C:9]=3[C:34]3[S:35][CH:36]=[C:37]([C:39]([F:40])([F:41])[F:42])[N:38]=3)=[CH:14][CH:15]=2)[N:20]([CH2:23][C:24]2[N:28]=[C:27]([CH3:29])[O:26][N:25]=2)[CH:19]=1)=[O:32])=[O:84]. The catalyst class is: 9. (4) Reactant: [CH3:1][O:2][C:3]1[CH:21]=[C:20]([O:22][CH2:23][C:24]2[N:25]=[C:26]([C:29]3([NH:35][S@@:36]([C:38]([CH3:41])([CH3:40])[CH3:39])=[O:37])[CH2:34][CH2:33][O:32][CH2:31][CH2:30]3)[S:27][CH:28]=2)[C:6]2[CH:7]=[C:8]([C:10]3[N:11]=[C:12]4[N:16]([CH:17]=3)[N:15]=[C:14]([O:18][CH3:19])[S:13]4)[O:9][C:5]=2[CH:4]=1.ClC1C=C(C=CC=1)C(OO)=[O:47].CC(C)=O.CCCCCC. Product: [CH3:1][O:2][C:3]1[CH:21]=[C:20]([O:22][CH2:23][C:24]2[N:25]=[C:26]([C:29]3([NH:35][S:36]([C:38]([CH3:41])([CH3:40])[CH3:39])(=[O:47])=[O:37])[CH2:34][CH2:33][O:32][CH2:31][CH2:30]3)[S:27][CH:28]=2)[C:6]2[CH:7]=[C:8]([C:10]3[N:11]=[C:12]4[N:16]([CH:17]=3)[N:15]=[C:14]([O:18][CH3:19])[S:13]4)[O:9][C:5]=2[CH:4]=1. The catalyst class is: 2.